This data is from NCI-60 drug combinations with 297,098 pairs across 59 cell lines. The task is: Regression. Given two drug SMILES strings and cell line genomic features, predict the synergy score measuring deviation from expected non-interaction effect. Drug 1: C1=NC(=NC(=O)N1C2C(C(C(O2)CO)O)O)N. Drug 2: CC1=C(C(=CC=C1)Cl)NC(=O)C2=CN=C(S2)NC3=CC(=NC(=N3)C)N4CCN(CC4)CCO. Cell line: KM12. Synergy scores: CSS=8.20, Synergy_ZIP=-2.50, Synergy_Bliss=2.38, Synergy_Loewe=-1.94, Synergy_HSA=-0.599.